From a dataset of Full USPTO retrosynthesis dataset with 1.9M reactions from patents (1976-2016). Predict the reactants needed to synthesize the given product. (1) Given the product [N:19]1[CH:20]=[CH:21][CH:22]=[CH:23][C:18]=1[N:17]1[C:3]([N:4]2[CH2:9][CH2:8][N:7]([C:10]([O:12][C:13]([CH3:16])([CH3:15])[CH3:14])=[O:11])[CH2:6][CH2:5]2)=[N:26][N:25]=[N:24]1, predict the reactants needed to synthesize it. The reactants are: CS[C:3](=[N:17][C:18]1[CH:23]=[CH:22][CH:21]=[CH:20][N:19]=1)[N:4]1[CH2:9][CH2:8][N:7]([C:10]([O:12][C:13]([CH3:16])([CH3:15])[CH3:14])=[O:11])[CH2:6][CH2:5]1.[N-:24]=[N+:25]=[N-:26].[Na+]. (2) Given the product [Br:1][C:2]1[CH:3]=[C:4]([N:13]([CH3:20])[CH:14]2[CH2:19][CH2:18][O:17][CH2:16][CH2:15]2)[C:5]([CH3:12])=[C:6]([CH:11]=1)[C:7]([O:9][CH3:10])=[O:8], predict the reactants needed to synthesize it. The reactants are: [Br:1][C:2]1[CH:3]=[C:4]([NH:13][CH:14]2[CH2:19][CH2:18][O:17][CH2:16][CH2:15]2)[C:5]([CH3:12])=[C:6]([CH:11]=1)[C:7]([O:9][CH3:10])=[O:8].[C:20](=O)([O-])[O-].[Cs+].[Cs+].CI. (3) Given the product [C:36]([C:35]1[CH:39]=[CH:40][C:32]([C:2]2[CH:7]=[C:6]([C:8]3[N:12]4[CH:13]=[CH:14][CH:15]=[CH:16][C:11]4=[N:10][C:9]=3[C:17]3[CH:22]=[CH:21][CH:20]=[C:19]([CH3:23])[N:18]=3)[CH:5]=[CH:4][N:3]=2)=[CH:33][CH:34]=1)([OH:38])=[O:37], predict the reactants needed to synthesize it. The reactants are: Br[C:2]1[CH:7]=[C:6]([C:8]2[N:12]3[CH:13]=[CH:14][CH:15]=[CH:16][C:11]3=[N:10][C:9]=2[C:17]2[CH:22]=[CH:21][CH:20]=[C:19]([CH3:23])[N:18]=2)[CH:5]=[CH:4][N:3]=1.CC1(C)C(C)(C)OB([C:32]2[CH:40]=[CH:39][C:35]([C:36]([OH:38])=[O:37])=[CH:34][CH:33]=2)O1. (4) The reactants are: [C:1]([O:4][CH2:5][CH2:6][CH2:7][C:8]1[S:9][C:10]([NH:34]C(OC(C)(C)C)=O)=[C:11]([C:13]([N:15]2[CH2:20][CH2:19][CH:18]([N:21]3[CH2:33][CH2:32][CH2:31][C:23]4([C:27](=[O:28])[O:26][C:25]([CH3:30])([CH3:29])[CH2:24]4)[CH2:22]3)[CH2:17][CH2:16]2)=[O:14])[CH:12]=1)(=[O:3])[CH3:2].C(=O)([O-])O.[Na+]. Given the product [C:1]([O:4][CH2:5][CH2:6][CH2:7][C:8]1[S:9][C:10]([NH2:34])=[C:11]([C:13]([N:15]2[CH2:20][CH2:19][CH:18]([N:21]3[CH2:33][CH2:32][CH2:31][C:23]4([C:27](=[O:28])[O:26][C:25]([CH3:30])([CH3:29])[CH2:24]4)[CH2:22]3)[CH2:17][CH2:16]2)=[O:14])[CH:12]=1)(=[O:3])[CH3:2], predict the reactants needed to synthesize it. (5) Given the product [C:11]([O:15][C:16]([N:18]1[CH2:19][CH:20]=[C:21]([C:2]2[S:3][C:4]3[CH:10]=[CH:9][CH:8]=[CH:7][C:5]=3[N:6]=2)[CH2:22][CH2:23]1)=[O:17])([CH3:14])([CH3:12])[CH3:13], predict the reactants needed to synthesize it. The reactants are: Br[C:2]1[S:3][C:4]2[CH:10]=[CH:9][CH:8]=[CH:7][C:5]=2[N:6]=1.[C:11]([O:15][C:16]([N:18]1[CH2:23][CH:22]=[C:21](B2OC(C)(C)C(C)(C)O2)[CH2:20][CH2:19]1)=[O:17])([CH3:14])([CH3:13])[CH3:12].C(=O)([O-])[O-].[K+].[K+].